This data is from NCI-60 drug combinations with 297,098 pairs across 59 cell lines. The task is: Regression. Given two drug SMILES strings and cell line genomic features, predict the synergy score measuring deviation from expected non-interaction effect. (1) Drug 1: CC1=CC2C(CCC3(C2CCC3(C(=O)C)OC(=O)C)C)C4(C1=CC(=O)CC4)C. Drug 2: C1C(C(OC1N2C=NC3=C2NC=NCC3O)CO)O. Cell line: A549. Synergy scores: CSS=2.64, Synergy_ZIP=-4.19, Synergy_Bliss=-4.53, Synergy_Loewe=-2.71, Synergy_HSA=-2.65. (2) Drug 1: CC1=C2C(C(=O)C3(C(CC4C(C3C(C(C2(C)C)(CC1OC(=O)C(C(C5=CC=CC=C5)NC(=O)OC(C)(C)C)O)O)OC(=O)C6=CC=CC=C6)(CO4)OC(=O)C)O)C)O. Drug 2: CC1C(C(CC(O1)OC2CC(OC(C2O)C)OC3=CC4=CC5=C(C(=O)C(C(C5)C(C(=O)C(C(C)O)O)OC)OC6CC(C(C(O6)C)O)OC7CC(C(C(O7)C)O)OC8CC(C(C(O8)C)O)(C)O)C(=C4C(=C3C)O)O)O)O. Cell line: NCI-H322M. Synergy scores: CSS=59.1, Synergy_ZIP=-0.941, Synergy_Bliss=1.88, Synergy_Loewe=3.01, Synergy_HSA=3.15. (3) Drug 1: CC(C1=C(C=CC(=C1Cl)F)Cl)OC2=C(N=CC(=C2)C3=CN(N=C3)C4CCNCC4)N. Drug 2: C1=CC=C(C(=C1)C(C2=CC=C(C=C2)Cl)C(Cl)Cl)Cl. Cell line: TK-10. Synergy scores: CSS=4.35, Synergy_ZIP=1.56, Synergy_Bliss=5.91, Synergy_Loewe=5.72, Synergy_HSA=5.72. (4) Drug 1: CCCCCOC(=O)NC1=NC(=O)N(C=C1F)C2C(C(C(O2)C)O)O. Drug 2: C(CC(=O)O)C(=O)CN.Cl. Cell line: KM12. Synergy scores: CSS=-2.33, Synergy_ZIP=4.55, Synergy_Bliss=8.66, Synergy_Loewe=-0.627, Synergy_HSA=0.432. (5) Drug 1: C1C(C(OC1N2C=NC(=NC2=O)N)CO)O. Drug 2: B(C(CC(C)C)NC(=O)C(CC1=CC=CC=C1)NC(=O)C2=NC=CN=C2)(O)O. Cell line: UACC-257. Synergy scores: CSS=22.9, Synergy_ZIP=-0.562, Synergy_Bliss=-0.669, Synergy_Loewe=-30.0, Synergy_HSA=-0.844. (6) Drug 1: CC1=C(C=C(C=C1)NC(=O)C2=CC=C(C=C2)CN3CCN(CC3)C)NC4=NC=CC(=N4)C5=CN=CC=C5. Drug 2: CC12CCC3C(C1CCC2OP(=O)(O)O)CCC4=C3C=CC(=C4)OC(=O)N(CCCl)CCCl.[Na+]. Cell line: HS 578T. Synergy scores: CSS=-3.75, Synergy_ZIP=2.03, Synergy_Bliss=2.57, Synergy_Loewe=-3.72, Synergy_HSA=-2.28. (7) Synergy scores: CSS=43.3, Synergy_ZIP=3.17, Synergy_Bliss=2.13, Synergy_Loewe=-0.0619, Synergy_HSA=4.85. Drug 1: CCN(CC)CCCC(C)NC1=C2C=C(C=CC2=NC3=C1C=CC(=C3)Cl)OC. Drug 2: C1CCC(C(C1)N)N.C(=O)(C(=O)[O-])[O-].[Pt+4]. Cell line: SW-620. (8) Drug 1: CC12CCC3C(C1CCC2=O)CC(=C)C4=CC(=O)C=CC34C. Drug 2: CCN(CC)CCNC(=O)C1=C(NC(=C1C)C=C2C3=C(C=CC(=C3)F)NC2=O)C. Cell line: MOLT-4. Synergy scores: CSS=36.9, Synergy_ZIP=1.06, Synergy_Bliss=2.76, Synergy_Loewe=0.0618, Synergy_HSA=2.17.